From a dataset of Reaction yield outcomes from USPTO patents with 853,638 reactions. Predict the reaction yield, written as a fraction of the theoretical maximum amount of product (1.0 means a 100% yield; for example, 0.34 means a 34% yield). (1) The reactants are [CH2:1]([N:3]([CH2:7][CH3:8])[CH2:4][CH2:5][OH:6])[CH3:2].[S:9]([O:14]C)([O:12][CH3:13])(=[O:11])=[O:10]. The catalyst is CC#N. The product is [CH3:13][O:12][S:9]([O-:14])(=[O:11])=[O:10].[CH2:1]([N+:3]([CH2:7][CH3:8])([CH2:4][CH2:5][OH:6])[CH3:13])[CH3:2]. The yield is 1.00. (2) The reactants are Cl[C:2]1[CH:7]=[CH:6][N:5]=[C:4]2[CH:8]=[C:9]([C:11]3[S:12][CH:13]=[CH:14][N:15]=3)[S:10][C:3]=12.[F:16][C:17]1[CH:22]=[C:21]([N+:23]([O-:25])=[O:24])[CH:20]=[CH:19][C:18]=1[OH:26].C(=O)([O-])[O-].[K+].[K+]. The catalyst is O(C1C=CC=CC=1)C1C=CC=CC=1.CCOC(C)=O. The product is [F:16][C:17]1[CH:22]=[C:21]([N+:23]([O-:25])=[O:24])[CH:20]=[CH:19][C:18]=1[O:26][C:2]1[CH:7]=[CH:6][N:5]=[C:4]2[CH:8]=[C:9]([C:11]3[S:12][CH:13]=[CH:14][N:15]=3)[S:10][C:3]=12. The yield is 0.660. (3) The product is [N+:5]([C:8]1[CH:18]=[CH:17][C:11]2[CH2:12][CH2:13][N:14]([CH2:26][C:27]([N:29]([CH3:31])[CH3:30])=[O:28])[CH2:15][CH2:16][C:10]=2[CH:9]=1)([O-:7])=[O:6]. The yield is 0.560. The reactants are [N+]([O-])(O)=O.[N+:5]([C:8]1[CH:18]=[CH:17][C:11]2[CH2:12][CH2:13][NH:14][CH2:15][CH2:16][C:10]=2[CH:9]=1)([O-:7])=[O:6].C(=O)([O-])[O-].[K+].[K+].Cl[CH2:26][C:27]([N:29]([CH3:31])[CH3:30])=[O:28].[I-].[Na+].CN(C=O)C. No catalyst specified. (4) The yield is 0.170. The catalyst is CO. The reactants are [Cl:1][C:2]1[C:3]([C:10]([OH:12])=[O:11])=[N:4][N:5]([CH3:9])[C:6](=[O:8])[CH:7]=1.Cl.[CH3:14]COC(C)=O. The product is [Cl:1][C:2]1[C:3]([C:10]([O:12][CH3:14])=[O:11])=[N:4][N:5]([CH3:9])[C:6](=[O:8])[CH:7]=1. (5) The reactants are [C:1]([O:4][C@H:5]1[CH2:22][CH2:21][C@@:20]2([CH3:23])[C@@H:7]([CH2:8][CH2:9][C@:10]3([CH3:46])[C@@H:19]2[CH2:18][CH2:17][C@H:16]2[C@@:11]3([CH3:45])[CH2:12][CH2:13][C@@:14]3([CH:31]([OH:44])[CH2:32][NH:33][C:34]4([C:37]5[N:42]=[CH:41][C:40]([Cl:43])=[CH:39][N:38]=5)[CH2:36][CH2:35]4)[CH2:26][C:25](=[O:27])[C:24]([CH:28]([CH3:30])[CH3:29])=[C:15]32)[C:6]1([CH3:48])[CH3:47])(=[O:3])[CH3:2].[O:49](C(OC(C)(C)C)=O)[C:50](OC(C)(C)C)=O. The catalyst is ClCCl. The product is [C:1]([O:4][C@H:5]1[CH2:22][CH2:21][C@@:20]2([CH3:23])[C@@H:7]([CH2:8][CH2:9][C@:10]3([CH3:46])[C@@H:19]2[CH2:18][CH2:17][C@H:16]2[C@@:11]3([CH3:45])[CH2:12][CH2:13][C@@:14]3([CH:31]4[O:44][C:50](=[O:49])[N:33]([C:34]5([C:37]6[N:38]=[CH:39][C:40]([Cl:43])=[CH:41][N:42]=6)[CH2:36][CH2:35]5)[CH2:32]4)[CH2:26][C:25](=[O:27])[C:24]([CH:28]([CH3:30])[CH3:29])=[C:15]32)[C:6]1([CH3:48])[CH3:47])(=[O:3])[CH3:2]. The yield is 0.840. (6) The reactants are [CH2:1]([O:3][C:4]1[CH:13]=[CH:12][C:7]2[N:8]=[C:9]([NH2:11])[S:10][C:6]=2[CH:5]=1)[CH3:2].[F:14][C:15]1[CH:16]=[C:17]([CH:21]=[C:22]([F:24])[CH:23]=1)[C:18](Cl)=[O:19].Br[CH:26]([CH2:31][CH3:32])[C:27]([O:29]C)=[O:28].COC1C=CC2N=C(N)SC=2C=1.ClC1C=C(C=CC=1)C(Cl)=O.BrCC(OCC)=O. No catalyst specified. The product is [F:14][C:15]1[CH:16]=[C:17]([CH:21]=[C:22]([F:24])[CH:23]=1)[C:18]([N:11]=[C:9]1[N:8]([CH:26]([CH2:31][CH3:32])[C:27]([OH:29])=[O:28])[C:7]2[CH:12]=[CH:13][C:4]([O:3][CH2:1][CH3:2])=[CH:5][C:6]=2[S:10]1)=[O:19]. The yield is 0.160.